This data is from Full USPTO retrosynthesis dataset with 1.9M reactions from patents (1976-2016). The task is: Predict the reactants needed to synthesize the given product. (1) Given the product [Cl:1][C:2]1[N:7]=[C:6]([C:8]2[S:42][C:40]([C:39]([CH3:44])([CH3:43])[CH3:38])=[N:41][C:9]=2[C:11]2[C:12]([F:29])=[C:13]([NH:17][S:18]([C:21]3[C:26]([F:27])=[CH:25][CH:24]=[CH:23][C:22]=3[F:28])(=[O:20])=[O:19])[CH:14]=[CH:15][CH:16]=2)[CH:5]=[CH:4][N:3]=1, predict the reactants needed to synthesize it. The reactants are: [Cl:1][C:2]1[N:7]=[C:6]([CH2:8][C:9]([C:11]2[C:12]([F:29])=[C:13]([NH:17][S:18]([C:21]3[C:26]([F:27])=[CH:25][CH:24]=[CH:23][C:22]=3[F:28])(=[O:20])=[O:19])[CH:14]=[CH:15][CH:16]=2)=O)[CH:5]=[CH:4][N:3]=1.C1C(=O)N(Br)C(=O)C1.[CH3:38][C:39]([CH3:44])([CH3:43])[C:40](=[S:42])[NH2:41]. (2) Given the product [C:26]([OH:29])(=[O:28])[CH3:27].[CH3:1][C:2]1[N:7]=[C:6]2[N:8]([CH2:13][O:14][CH2:15][CH2:16][Si:17]([CH3:19])([CH3:18])[CH3:20])[N:9]=[C:10]([C:11](=[NH:25])[NH2:12])[C:5]2=[CH:4][CH:3]=1, predict the reactants needed to synthesize it. The reactants are: [CH3:1][C:2]1[N:7]=[C:6]2[N:8]([CH2:13][O:14][CH2:15][CH2:16][Si:17]([CH3:20])([CH3:19])[CH3:18])[N:9]=[C:10]([C:11]#[N:12])[C:5]2=[CH:4][CH:3]=1.C[O-].[Na+].[Cl-].[NH4+:25].[C:26]([OH:29])(=[O:28])[CH3:27]. (3) Given the product [CH3:24][N:23]([CH2:22][CH:19]1[CH2:18][CH2:17][N:16]([C:14]([NH:13][C:9]2[CH:8]=[C:7]([O:6][C:5]3[CH:26]=[CH:27][C:2]([NH:1][C:40]([NH:39][C:37](=[O:38])[CH2:36][C:33]4[CH:34]=[CH:35][C:30]([F:29])=[CH:31][CH:32]=4)=[O:41])=[CH:3][C:4]=3[F:28])[CH:12]=[CH:11][N:10]=2)=[O:15])[CH2:21][CH2:20]1)[CH3:25], predict the reactants needed to synthesize it. The reactants are: [NH2:1][C:2]1[CH:27]=[CH:26][C:5]([O:6][C:7]2[CH:12]=[CH:11][N:10]=[C:9]([NH:13][C:14]([N:16]3[CH2:21][CH2:20][CH:19]([CH2:22][N:23]([CH3:25])[CH3:24])[CH2:18][CH2:17]3)=[O:15])[CH:8]=2)=[C:4]([F:28])[CH:3]=1.[F:29][C:30]1[CH:35]=[CH:34][C:33]([CH2:36][C:37]([N:39]=[C:40]=[O:41])=[O:38])=[CH:32][CH:31]=1.